From a dataset of Full USPTO retrosynthesis dataset with 1.9M reactions from patents (1976-2016). Predict the reactants needed to synthesize the given product. (1) Given the product [OH:11][CH:12]1[CH2:16][CH2:15][N:14]([C:2]2[CH:3]=[CH:4][C:5]([N+:8]([O-:10])=[O:9])=[N:6][CH:7]=2)[CH2:13]1, predict the reactants needed to synthesize it. The reactants are: Br[C:2]1[CH:3]=[CH:4][C:5]([N+:8]([O-:10])=[O:9])=[N:6][CH:7]=1.[OH:11][CH:12]1[CH2:16][CH2:15][NH:14][CH2:13]1. (2) Given the product [NH2:48][C:46]1[S:47][C:18]([C:10]2[C:9]([NH:8][C:5]3[CH:6]=[CH:7][C:2]([Br:1])=[CH:3][C:4]=3[F:21])=[C:14]([F:15])[C:13](=[O:16])[N:12]([CH3:17])[CH:11]=2)=[N:44][N:45]=1, predict the reactants needed to synthesize it. The reactants are: [Br:1][C:2]1[CH:7]=[CH:6][C:5]([NH:8][C:9]2[C:10]([C:18](O)=O)=[CH:11][N:12]([CH3:17])[C:13](=[O:16])[C:14]=2[F:15])=[C:4]([F:21])[CH:3]=1.CCN=C=NCCCN(C)C.Cl.C1C=CC2N(O)N=NC=2C=1.[NH2:44][NH:45][C:46]([NH2:48])=[S:47].CCN(CC)CC.C1C=CC(P(C2C=CC=CC=2)C2C=CC=CC=2)=CC=1.C(Cl)(Cl)(Cl)Cl. (3) Given the product [CH3:1][C:2]1[CH:7]=[C:6]([CH3:8])[N:5]=[C:4]([N:9]2[CH2:16][CH:15]3[CH:11]([CH2:12][N:13]([C:25]([C:24]4[C:23]([C:22]([F:33])([F:21])[F:32])=[N:31][CH:30]=[CH:29][CH:28]=4)=[O:26])[CH2:14]3)[CH2:10]2)[N:3]=1, predict the reactants needed to synthesize it. The reactants are: [CH3:1][C:2]1[CH:7]=[C:6]([CH3:8])[N:5]=[C:4]([N:9]2[CH2:16][CH:15]3[CH:11]([CH2:12][NH:13][CH2:14]3)[CH2:10]2)[N:3]=1.CC(O)=O.[F:21][C:22]([F:33])([F:32])[C:23]1[N:31]=[CH:30][CH:29]=[CH:28][C:24]=1[C:25](O)=[O:26]. (4) The reactants are: [CH3:1][O:2][C:3](=[O:19])[CH:4]([NH:9][CH2:10][C:11]1[CH:16]=[CH:15][C:14]([F:17])=[C:13]([Cl:18])[CH:12]=1)[C:5]([CH3:8])([CH3:7])[CH3:6].[C:20](OCl)(=[O:27])[CH2:21][C:22]([O:24][CH2:25][CH3:26])=[O:23]. Given the product [CH3:1][O:2][C:3](=[O:19])[CH:4]([N:9]([CH2:10][C:11]1[CH:16]=[CH:15][C:14]([F:17])=[C:13]([Cl:18])[CH:12]=1)[C:20](=[O:27])[CH2:21][C:22]([O:24][CH2:25][CH3:26])=[O:23])[C:5]([CH3:8])([CH3:7])[CH3:6], predict the reactants needed to synthesize it. (5) Given the product [CH2:1]([O:4][C:5]1[C:16]([O:17][CH3:18])=[C:15]([NH:19][C:20](=[O:61])[C:21]2[CH:26]=[CH:25][C:24]([NH:27][C:28](=[O:54])[C:29]3[CH:34]=[CH:33][C:32]([NH:35][C:36](=[O:53])[C@@H:37]([NH:41][C:42](=[O:52])[C:43]4[CH:48]=[CH:47][C:46]([NH2:49])=[CH:45][CH:44]=4)[CH2:38][C:39]#[N:40])=[CH:31][CH:30]=3)=[C:23]([O:55][CH3:56])[C:22]=2[O:57][CH2:58][CH:59]=[CH2:60])[CH:14]=[CH:13][C:6]=1[C:7]([O:9][CH2:10][CH:11]=[CH2:12])=[O:8])[CH:2]=[CH2:3], predict the reactants needed to synthesize it. The reactants are: [CH2:1]([O:4][C:5]1[C:16]([O:17][CH3:18])=[C:15]([NH:19][C:20](=[O:61])[C:21]2[CH:26]=[CH:25][C:24]([NH:27][C:28](=[O:54])[C:29]3[CH:34]=[CH:33][C:32]([NH:35][C:36](=[O:53])[C@@H:37]([NH:41][C:42](=[O:52])[C:43]4[CH:48]=[CH:47][C:46]([N+:49]([O-])=O)=[CH:45][CH:44]=4)[CH2:38][C:39]#[N:40])=[CH:31][CH:30]=3)=[C:23]([O:55][CH3:56])[C:22]=2[O:57][CH2:58][CH:59]=[CH2:60])[CH:14]=[CH:13][C:6]=1[C:7]([O:9][CH2:10][CH:11]=[CH2:12])=[O:8])[CH:2]=[CH2:3].Cl[Sn]Cl.